This data is from Forward reaction prediction with 1.9M reactions from USPTO patents (1976-2016). The task is: Predict the product of the given reaction. Given the reactants [CH2:1]([O:3][C:4]1[CH:17]=[CH:16][C:7](/[CH:8]=[C:9]2/[C:10](=[O:15])[NH:11][C:12](=[O:14])[S:13]/2)=[CH:6][CH:5]=1)[CH3:2].[CH2:18](O)[CH2:19][OH:20].C1(P(C2C=CC=CC=2)C2C=CC=CC=2)C=CC=CC=1.CC(OC(/N=N/C(OC(C)C)=O)=O)C, predict the reaction product. The product is: [CH2:1]([O:3][C:4]1[CH:17]=[CH:16][C:7](/[CH:8]=[C:9]2/[C:10](=[O:15])[N:11]([CH2:18][CH2:19][OH:20])[C:12](=[O:14])[S:13]/2)=[CH:6][CH:5]=1)[CH3:2].